This data is from Full USPTO retrosynthesis dataset with 1.9M reactions from patents (1976-2016). The task is: Predict the reactants needed to synthesize the given product. (1) Given the product [O:16]=[C:14]([N:28]1[CH2:29][CH2:30][CH:25]([O:18][C:19]2[CH:24]=[CH:23][CH:22]=[CH:21][CH:20]=2)[CH2:26][CH2:27]1)[C:13]([NH:12][C:10]1[CH:9]=[CH:8][C:6]2[NH:7][C:2](=[O:1])[CH2:3][O:4][C:5]=2[CH:11]=1)=[O:17], predict the reactants needed to synthesize it. The reactants are: [O:1]=[C:2]1[NH:7][C:6]2[CH:8]=[CH:9][C:10]([NH:12][C:13](=[O:17])[C:14]([OH:16])=O)=[CH:11][C:5]=2[O:4][CH2:3]1.[O:18]([CH:25]1[CH2:30][CH2:29][NH:28][CH2:27][CH2:26]1)[C:19]1[CH:24]=[CH:23][CH:22]=[CH:21][CH:20]=1. (2) Given the product [ClH:15].[Cl:15][CH2:5][C@@H:4]([NH:7][CH2:8][CH:9]([CH3:11])[CH3:10])[CH2:3][CH:2]([CH3:12])[CH3:1], predict the reactants needed to synthesize it. The reactants are: [CH3:1][CH:2]([CH3:12])[CH2:3][C@H:4]([NH:7][CH2:8][CH:9]([CH3:11])[CH3:10])[CH2:5]O.O=S(Cl)[Cl:15].